Task: Predict the reactants needed to synthesize the given product.. Dataset: Full USPTO retrosynthesis dataset with 1.9M reactions from patents (1976-2016) (1) Given the product [Cl:39][C:38]1[CH:37]=[CH:36][CH:35]=[C:34]([Cl:40])[C:33]=1[CH2:32][S:29]([C:26]1[CH:27]=[C:28]2[C:23](=[CH:24][CH:25]=1)[NH:22][C:21](=[O:41])/[C:20]/2=[CH:19]\[C:16]1[NH:15][C:14]([CH3:42])=[C:13]([C:11]([N:43]2[CH2:48][CH2:47][S:46][CH2:45][CH2:44]2)=[O:10])[C:17]=1[CH3:18])(=[O:30])=[O:31], predict the reactants needed to synthesize it. The reactants are: N1C2C(=NC=CC=2)N([O:10][C:11]([C:13]2[C:17]([CH3:18])=[C:16](/[CH:19]=[C:20]3\[C:21](=[O:41])[NH:22][C:23]4[C:28]\3=[CH:27][C:26]([S:29]([CH2:32][C:33]3[C:38]([Cl:39])=[CH:37][CH:36]=[CH:35][C:34]=3[Cl:40])(=[O:31])=[O:30])=[CH:25][CH:24]=4)[NH:15][C:14]=2[CH3:42])=O)N=1.[NH:43]1[CH2:48][CH2:47][S:46][CH2:45][CH2:44]1. (2) Given the product [Cl:22][C:19]1[CH:18]=[CH:17][C:16]([N:9]2[C:10]3=[N:11][CH:12]=[CH:13][CH:14]=[C:15]3[C:7]([CH2:6][C:5]([OH:24])=[O:4])=[C:8]2[CH3:23])=[CH:21][CH:20]=1, predict the reactants needed to synthesize it. The reactants are: [OH-].[Na+].C[O:4][C:5](=[O:24])[CH2:6][C:7]1[C:15]2[C:10](=[N:11][CH:12]=[CH:13][CH:14]=2)[N:9]([C:16]2[CH:21]=[CH:20][C:19]([Cl:22])=[CH:18][CH:17]=2)[C:8]=1[CH3:23]. (3) Given the product [CH2:15]([O:17][C:18](=[O:35])[CH2:19][CH:20]1[C:28]2[N:24]([C:25]3[N:32]=[CH:31][CH:30]=[C:29]([S:33][CH3:34])[C:26]=3[C:27]=2[C:6](=[O:7])[C:5]2[CH:9]=[CH:10][C:2]([Cl:1])=[CH:3][CH:4]=2)[CH2:23][CH2:22][CH2:21]1)[CH3:16], predict the reactants needed to synthesize it. The reactants are: [Cl:1][C:2]1[CH:10]=[CH:9][C:5]([C:6](Cl)=[O:7])=[CH:4][CH:3]=1.[Al+3].[Cl-].[Cl-].[Cl-].[CH2:15]([O:17][C:18](=[O:35])[CH2:19][CH:20]1[C:28]2[N:24]([C:25]3[N:32]=[CH:31][CH:30]=[C:29]([S:33][CH3:34])[C:26]=3[CH:27]=2)[CH2:23][CH2:22][CH2:21]1)[CH3:16]. (4) Given the product [F:37][C:2]1([F:1])[CH2:5][CH:4]([CH:6]([NH:21][C:22]2[CH:23]=[N:24][C:25]([N:28]3[CH:32]=[C:31]([C:33]([F:34])([F:35])[F:36])[N:30]=[CH:29]3)=[CH:26][CH:27]=2)[C:7]2[CH:20]=[CH:19][C:10]([C:11]([NH:13][CH2:14][CH2:15][C:16]([OH:18])=[O:17])=[O:12])=[CH:9][CH:8]=2)[CH2:3]1, predict the reactants needed to synthesize it. The reactants are: [F:1][C:2]1([F:37])[CH2:5][CH:4]([CH:6]([NH:21][C:22]2[CH:23]=[N:24][C:25]([N:28]3[CH:32]=[C:31]([C:33]([F:36])([F:35])[F:34])[N:30]=[CH:29]3)=[CH:26][CH:27]=2)[C:7]2[CH:20]=[CH:19][C:10]([C:11]([NH:13][CH2:14][CH2:15][C:16]([O-:18])=[O:17])=[O:12])=[CH:9][CH:8]=2)[CH2:3]1.O.O1CCCC1.O.[OH-].[Li+].